This data is from Forward reaction prediction with 1.9M reactions from USPTO patents (1976-2016). The task is: Predict the product of the given reaction. (1) The product is: [CH3:1][O:2][C:3]1[CH:4]=[CH:5][C:6]([C:9]2[C:17]3[C:12](=[CH:13][CH:14]=[C:15]([NH:18][C:19]([C:21]4[CH:30]=[CH:29][C:24]([C:25]([OH:27])=[O:26])=[CH:23][CH:22]=4)=[O:20])[CH:16]=3)[NH:11][N:10]=2)=[CH:7][CH:8]=1. Given the reactants [CH3:1][O:2][C:3]1[CH:8]=[CH:7][C:6]([C:9]2[C:17]3[C:12](=[CH:13][CH:14]=[C:15]([NH:18][C:19]([C:21]4[CH:30]=[CH:29][C:24]([C:25]([O:27]C)=[O:26])=[CH:23][CH:22]=4)=[O:20])[CH:16]=3)[NH:11][N:10]=2)=[CH:5][CH:4]=1.COC1C=CC(C2C3C(=CC=C(NC(C4C=CC(C(OC)=O)=CC=4)=O)C=3)N(C3CCCCO3)N=2)=CC=1.C(=O)(O)[O-].[Na+], predict the reaction product. (2) The product is: [Br:13][C:9]1[CH:8]=[C:7]([C:25]([C:17]2[CH:18]=[CH:19][C:20]([O:21][CH:22]([F:23])[F:24])=[C:15]([Cl:14])[CH:16]=2)=[CH2:26])[CH:12]=[CH:11][CH:10]=1. Given the reactants C([Li])CCC.Br[C:7]1[CH:12]=[CH:11][CH:10]=[C:9]([Br:13])[CH:8]=1.[Cl:14][C:15]1[CH:16]=[C:17]([C:25](=O)[CH3:26])[CH:18]=[CH:19][C:20]=1[O:21][CH:22]([F:24])[F:23], predict the reaction product. (3) Given the reactants [O:1]1[CH:5]=[CH:4][N:3]=[C:2]1[C:6]1[O:7][C:8]2[CH2:13][CH2:12][NH:11][CH2:10][C:9]=2[N:14]=1.Br[C:16]1[CH:17]=[C:18]([CH:21]=[C:22]([F:24])[CH:23]=1)[C:19]#[N:20].CC1(C)C2C(=C(P(C3C=CC=CC=3)C3C=CC=CC=3)C=CC=2)OC2C(P(C3C=CC=CC=3)C3C=CC=CC=3)=CC=CC1=2.C([O-])([O-])=O.[Cs+].[Cs+], predict the reaction product. The product is: [F:24][C:22]1[CH:21]=[C:18]([CH:17]=[C:16]([N:11]2[CH2:12][CH2:13][C:8]3[O:7][C:6]([C:2]4[O:1][CH:5]=[CH:4][N:3]=4)=[N:14][C:9]=3[CH2:10]2)[CH:23]=1)[C:19]#[N:20]. (4) Given the reactants [Si]([O:18][CH2:19][CH2:20]/[C:21](=[CH:31]\[S:32][C:33]1[CH:38]=[CH:37][CH:36]=[CH:35][CH:34]=1)/[C:22](=[S:30])[NH:23][C:24]1[CH:29]=[CH:28][CH:27]=[CH:26][CH:25]=1)(C(C)(C)C)(C1C=CC=CC=1)C1C=CC=CC=1.[Cl-].[NH4+], predict the reaction product. The product is: [OH:18][CH2:19][CH2:20]/[C:21](=[CH:31]\[S:32][C:33]1[CH:38]=[CH:37][CH:36]=[CH:35][CH:34]=1)/[C:22](=[S:30])[NH:23][C:24]1[CH:29]=[CH:28][CH:27]=[CH:26][CH:25]=1. (5) Given the reactants [CH2:1]([O:4][C:5]1[CH:6]=[C:7]2[C:22](=[CH:23][CH:24]=1)[C:10]1[NH:11][N:12]=[C:13]([C:14]3[CH:21]=[CH:20][C:17]([C:18]#[N:19])=[CH:16][CH:15]=3)[C:9]=1[CH2:8]2)[CH:2]=[CH2:3].[N-:25]=[N+:26]=[N-:27].[Na+].N(CC)(CC)CC.Cl, predict the reaction product. The product is: [CH2:1]([O:4][C:5]1[CH:6]=[C:7]2[C:22](=[CH:23][CH:24]=1)[C:10]1[NH:11][N:12]=[C:13]([C:14]3[CH:15]=[CH:16][C:17]([C:18]4[NH:27][N:26]=[N:25][N:19]=4)=[CH:20][CH:21]=3)[C:9]=1[CH2:8]2)[CH:2]=[CH2:3]. (6) Given the reactants [O:1]1[CH2:5][CH:4]([CH2:6][OH:7])[O:3][CH2:2]1.[C:8](=O)([O-:10])[O-:9].[Cs+].[Cs+].[NH2:14][C:15](=[O:58])[C:16]([CH3:57])([CH3:56])[CH2:17][NH:18][C:19]([C@H:21]([CH:53]([CH3:55])[CH3:54])[CH2:22][C@@H:23]1[O:27][CH2:26][N:25]([C:28]([O:30][CH2:31]Cl)=[O:29])[C@H:24]1[CH2:33][C@H:34]([CH2:38][C:39]1[CH:44]=[CH:43][C:42]([O:45][CH3:46])=[C:41]([O:47][CH2:48][CH2:49][CH2:50][O:51][CH3:52])[CH:40]=1)[CH:35]([CH3:37])[CH3:36])=[O:20], predict the reaction product. The product is: [NH2:14][C:15](=[O:58])[C:16]([CH3:57])([CH3:56])[CH2:17][NH:18][C:19]([C@H:21]([CH:53]([CH3:55])[CH3:54])[CH2:22][C@@H:23]1[O:27][CH2:26][N:25]([C:28]([O:30][CH2:31][O:10][C:8]([O:7][CH2:6][CH:4]2[CH2:5][O:1][CH2:2][O:3]2)=[O:9])=[O:29])[C@H:24]1[CH2:33][C@H:34]([CH2:38][C:39]1[CH:44]=[CH:43][C:42]([O:45][CH3:46])=[C:41]([O:47][CH2:48][CH2:49][CH2:50][O:51][CH3:52])[CH:40]=1)[CH:35]([CH3:37])[CH3:36])=[O:20]. (7) Given the reactants [CH3:1][C:2]1[CH:3]=[C:4]([CH:6]=[C:7](B2OC(C)(C)C(C)(C)O2)[CH:8]=1)[NH2:5].Br[C:19]1[S:23][C:22]([C:24]2([OH:37])[CH2:29][CH2:28][CH:27]([C:30]([O:32][C:33]([CH3:36])([CH3:35])[CH3:34])=[O:31])[CH2:26][CH2:25]2)=[N:21][CH:20]=1.C1(P(C2CCCCC2)C2C=CC=CC=2C2C(C(C)C)=CC(C(C)C)=CC=2C(C)C)CCCCC1.C(=O)([O-])[O-].[Cs+].[Cs+], predict the reaction product. The product is: [NH2:5][C:4]1[CH:6]=[C:7]([C:19]2[S:23][C:22]([C:24]3([OH:37])[CH2:29][CH2:28][CH:27]([C:30]([O:32][C:33]([CH3:36])([CH3:35])[CH3:34])=[O:31])[CH2:26][CH2:25]3)=[N:21][CH:20]=2)[CH:8]=[C:2]([CH3:1])[CH:3]=1. (8) Given the reactants [CH3:1][C@@:2]12[C:18](=[O:19])[CH2:17][CH2:16][C@H:15]1[C@H:14]1[C@@H:5]([C:6]3[CH:7]=[CH:8][C:9]([OH:20])=[CH:10][C:11]=3[CH2:12][CH2:13]1)[CH2:4][CH2:3]2.[H-].[Na+].[H][H].[CH3:25][S:26][CH2:27]Cl, predict the reaction product. The product is: [CH3:25][S:26][CH2:27][O:20][C:9]1[CH:8]=[CH:7][C:6]2[C@@H:5]3[C@H:14]([C@H:15]4[C@@:2]([CH2:3][CH2:4]3)([CH3:1])[C:18](=[O:19])[CH2:17][CH2:16]4)[CH2:13][CH2:12][C:11]=2[CH:10]=1. (9) Given the reactants [C:1]([C:4]1[CH:9]=[CH:8][C:7]([C:10]#[C:11][Si](C)(C)C)=[CH:6][CH:5]=1)([OH:3])=[O:2].[OH-].[K+], predict the reaction product. The product is: [C:10]([C:7]1[CH:8]=[CH:9][C:4]([C:1]([OH:3])=[O:2])=[CH:5][CH:6]=1)#[CH:11]. (10) Given the reactants [F:1][C:2]1[CH:16]=[CH:15][CH:14]=[C:13]([F:17])[C:3]=1[CH2:4][N:5]1[CH:9]=[C:8]([C:10]([OH:12])=[O:11])[N:7]=[N:6]1.S(=O)(=O)(O)O.[CH3:23]O, predict the reaction product. The product is: [CH3:23][O:11][C:10]([C:8]1[N:7]=[N:6][N:5]([CH2:4][C:3]2[C:2]([F:1])=[CH:16][CH:15]=[CH:14][C:13]=2[F:17])[CH:9]=1)=[O:12].